Predict the reaction yield, written as a fraction of the theoretical maximum amount of product (1.0 means a 100% yield; for example, 0.34 means a 34% yield). From a dataset of Reaction yield outcomes from USPTO patents with 853,638 reactions. The reactants are [Br:1][C:2]1[CH:7]=[CH:6][C:5]([C:8]2[N:9]=[N:10][NH:11][N:12]=2)=[CH:4][C:3]=1[CH3:13].[CH3:14][Si](C=[N+]=[N-])(C)C.O. The catalyst is C1COCC1. The product is [Br:1][C:2]1[CH:7]=[CH:6][C:5]([C:8]2[N:9]=[N:10][N:11]([CH3:14])[N:12]=2)=[CH:4][C:3]=1[CH3:13]. The yield is 0.610.